Dataset: Forward reaction prediction with 1.9M reactions from USPTO patents (1976-2016). Task: Predict the product of the given reaction. (1) Given the reactants [Cl:1][C:2]1[C:11](Cl)=[N:10][C:9]2[C:4](=[CH:5][CH:6]=[C:7]([Cl:13])[CH:8]=2)[N:3]=1.[NH2:14][CH2:15][CH2:16][OH:17], predict the reaction product. The product is: [Cl:1][C:2]1[C:11]([NH:14][CH2:15][CH2:16][OH:17])=[N:10][C:9]2[C:4]([N:3]=1)=[CH:5][CH:6]=[C:7]([Cl:13])[CH:8]=2. (2) Given the reactants [CH3:1][O:2][C:3]1[CH:8]=[C:7]([C:9]2[S:10][C:11]3[CH2:12][C:13]4[C:19]([C:20]5[CH:25]=[CH:24][C:23]([O:26][CH3:27])=[CH:22][CH:21]=5)=[N:18][N:17](COCC[Si](C)(C)C)[C:14]=4[C:15]=3[CH:16]=2)[CH:6]=[CH:5][C:4]=1[OH:36].Cl, predict the reaction product. The product is: [CH3:1][O:2][C:3]1[CH:8]=[C:7]([C:9]2[S:10][C:11]3[CH2:12][C:13]4[C:19]([C:20]5[CH:25]=[CH:24][C:23]([O:26][CH3:27])=[CH:22][CH:21]=5)=[N:18][NH:17][C:14]=4[C:15]=3[CH:16]=2)[CH:6]=[CH:5][C:4]=1[OH:36]. (3) Given the reactants [SH:1][C:2]1[S:3][C:4]2[CH2:13][C:12]3[C:11]([O:14][CH2:15][C:16]([O:18]CC)=[O:17])=[CH:10][CH:9]=[CH:8][C:7]=3[C:5]=2[N:6]=1.[CH2:21](Br)[C:22]1[CH:27]=[CH:26][CH:25]=[CH:24][CH:23]=1, predict the reaction product. The product is: [CH2:21]([S:1][C:2]1[S:3][C:4]2[CH2:13][C:12]3[C:11]([O:14][CH2:15][C:16]([OH:18])=[O:17])=[CH:10][CH:9]=[CH:8][C:7]=3[C:5]=2[N:6]=1)[C:22]1[CH:27]=[CH:26][CH:25]=[CH:24][CH:23]=1. (4) Given the reactants [C:1]([C:3]1[C:8]([C:9]2[N:13]([S:14]([C:17]3[CH:21]=[CH:20][S:19][CH:18]=3)(=[O:16])=[O:15])[CH:12]=[C:11]([CH2:22][N:23](C)[C:24](=O)OC(C)(C)C)[CH:10]=2)=[CH:7][CH:6]=[CH:5][N:4]=1)#[N:2].C(OCC)(=O)C.[ClH:38], predict the reaction product. The product is: [ClH:38].[CH3:24][NH:23][CH2:22][C:11]1[CH:10]=[C:9]([C:8]2[C:3]([C:1]#[N:2])=[N:4][CH:5]=[CH:6][CH:7]=2)[N:13]([S:14]([C:17]2[CH:21]=[CH:20][S:19][CH:18]=2)(=[O:16])=[O:15])[CH:12]=1.